Dataset: Forward reaction prediction with 1.9M reactions from USPTO patents (1976-2016). Task: Predict the product of the given reaction. Given the reactants [C:1]([O:5][C:6]([NH:8][C@@H:9]([C:11]1[C:12]([F:43])=[C:13]([C:17]2[CH:22]=[C:21]([NH:23][CH2:24][CH2:25][F:26])[CH:20]=[C:19]([CH2:27][O:28][C:29]3[CH:34]=[CH:33][CH:32]=[CH:31][C:30]=3[CH2:35][C:36]([O:38][C:39]([CH3:42])([CH3:41])[CH3:40])=[O:37])[CH:18]=2)[CH:14]=[CH:15][CH:16]=1)[CH3:10])=[O:7])([CH3:4])([CH3:3])[CH3:2].[CH2:44]=O.[BH4-].[Na+], predict the reaction product. The product is: [C:1]([O:5][C:6]([NH:8][C@@H:9]([C:11]1[C:12]([F:43])=[C:13]([C:17]2[CH:22]=[C:21]([N:23]([CH2:24][CH2:25][F:26])[CH3:44])[CH:20]=[C:19]([CH2:27][O:28][C:29]3[CH:34]=[CH:33][CH:32]=[CH:31][C:30]=3[CH2:35][C:36]([O:38][C:39]([CH3:42])([CH3:41])[CH3:40])=[O:37])[CH:18]=2)[CH:14]=[CH:15][CH:16]=1)[CH3:10])=[O:7])([CH3:4])([CH3:2])[CH3:3].